From a dataset of Full USPTO retrosynthesis dataset with 1.9M reactions from patents (1976-2016). Predict the reactants needed to synthesize the given product. (1) Given the product [O:44]1[CH2:49][CH2:48][O:47][CH2:46][CH:45]1[C:50]1[C:58]2[S:57][C:56]([NH:59][C:5](=[O:7])[C:4]3[CH:8]=[CH:9][CH:10]=[C:2]([F:1])[CH:3]=3)=[N:55][C:54]=2[C:53]([O:60][CH3:61])=[CH:52][CH:51]=1, predict the reactants needed to synthesize it. The reactants are: [F:1][C:2]1[CH:3]=[C:4]([CH:8]=[CH:9][CH:10]=1)[C:5]([OH:7])=O.CN(C(ON1N=NC2C=CC=NC1=2)=[N+](C)C)C.F[P-](F)(F)(F)(F)F.C(N(C(C)C)C(C)C)C.[O:44]1[CH2:49][CH2:48][O:47][CH2:46][CH:45]1[C:50]1[C:58]2[S:57][C:56]([NH2:59])=[N:55][C:54]=2[C:53]([O:60][CH3:61])=[CH:52][CH:51]=1. (2) The reactants are: [CH:1]1[N:5]2[C:6]3[C:11]([CH2:12][CH2:13][C:4]2=[C:3]([CH2:14][OH:15])[N:2]=1)=[CH:10][CH:9]=[CH:8][CH:7]=3. Given the product [CH:1]1[N:5]2[C:6]3[C:11]([CH2:12][CH2:13][C:4]2=[C:3]([CH:14]=[O:15])[N:2]=1)=[CH:10][CH:9]=[CH:8][CH:7]=3, predict the reactants needed to synthesize it. (3) Given the product [N:15]1[CH:20]=[CH:19][CH:18]=[CH:17][C:16]=1[CH2:21][N:22]([CH2:2][C:3]1[CH:4]=[C:5]([CH:10]=[C:11]([CH2:13][N:22]([CH2:21][C:16]2[CH:17]=[CH:18][CH:19]=[CH:20][N:15]=2)[CH2:23][C:24]2[CH:29]=[CH:28][CH:27]=[CH:26][N:25]=2)[CH:12]=1)[C:6]([O:8][CH3:9])=[O:7])[CH2:23][C:24]1[CH:29]=[CH:28][CH:27]=[CH:26][N:25]=1, predict the reactants needed to synthesize it. The reactants are: Br[CH2:2][C:3]1[CH:4]=[C:5]([CH:10]=[C:11]([CH2:13]Br)[CH:12]=1)[C:6]([O:8][CH3:9])=[O:7].[N:15]1[CH:20]=[CH:19][CH:18]=[CH:17][C:16]=1[CH2:21][NH:22][CH2:23][C:24]1[CH:29]=[CH:28][CH:27]=[CH:26][N:25]=1.C([O-])([O-])=O.[K+].[K+]. (4) Given the product [CH3:22][O:21][C:19]([C:18]1[S:17][C:16]2[C:23]([C:27]([F:29])([F:30])[F:28])=[CH:24][CH:25]=[CH:26][C:15]=2[C:14]=1[CH:11]1[CH2:12][CH2:13][NH:8][CH2:9][CH2:10]1)=[O:20], predict the reactants needed to synthesize it. The reactants are: C(OC([N:8]1[CH2:13][CH2:12][CH:11]([C:14]2(O)[CH:18]([C:19]([O:21][CH3:22])=[O:20])[S:17][C:16]3[C:23]([C:27]([F:30])([F:29])[F:28])=[CH:24][CH:25]=[CH:26][C:15]2=3)[CH2:10][CH2:9]1)=O)(C)(C)C.C(O)(C(F)(F)F)=O.C(=O)([O-])[O-].[K+].[K+]. (5) Given the product [CH3:34][NH:35][C:3]1[N:8]=[C:7]([NH:9][C@H:10]2[CH2:15][CH2:14][C@H:13]([OH:16])[CH2:12][CH2:11]2)[C:6]([C:17]2[CH:22]=[CH:21][CH:20]=[CH:19][N:18]=2)=[CH:5][N:4]=1, predict the reactants needed to synthesize it. The reactants are: CS[C:3]1[N:8]=[C:7]([NH:9][C@H:10]2[CH2:15][CH2:14][C@H:13]([OH:16])[CH2:12][CH2:11]2)[C:6]([C:17]2[CH:22]=[CH:21][CH:20]=[CH:19][N:18]=2)=[CH:5][N:4]=1.C1C=C(Cl)C=C(C(OO)=O)C=1.[CH3:34][NH2:35]. (6) Given the product [F:15][C:16]1[CH:17]=[CH:18][C:19]([O:33][CH3:34])=[C:20]([C:22]([CH3:31])([CH3:32])[CH2:23][C:24]([OH:25])([C:27]([F:30])([F:29])[F:28])[CH2:26][N:1]2[C:9]3[C:4](=[CH:5][CH:6]=[CH:7][CH:8]=3)[CH2:3][C:2]2=[O:10])[CH:21]=1, predict the reactants needed to synthesize it. The reactants are: [NH:1]1[C:9]2[C:4](=[CH:5][CH:6]=[CH:7][CH:8]=2)[CH2:3][C:2]1=[O:10].[H-].[Na+].[H][H].[F:15][C:16]1[CH:17]=[CH:18][C:19]([O:33][CH3:34])=[C:20]([C:22]([CH3:32])([CH3:31])[CH2:23][C:24]2([C:27]([F:30])([F:29])[F:28])[CH2:26][O:25]2)[CH:21]=1.